Dataset: Reaction yield outcomes from USPTO patents with 853,638 reactions. Task: Predict the reaction yield, written as a fraction of the theoretical maximum amount of product (1.0 means a 100% yield; for example, 0.34 means a 34% yield). (1) The product is [F:1][C:2]1[CH:3]=[CH:4][C:5]([O:6][CH2:7][C:8]2[N:9]=[C:10]3[S:17][C:16]([CH3:18])=[C:15]([C:19]([OH:21])=[O:20])[N:11]3[C:12](=[O:14])[CH:13]=2)=[CH:23][CH:24]=1. The yield is 0.360. The reactants are [F:1][C:2]1[CH:24]=[CH:23][C:5]([O:6][CH2:7][C:8]2[N:9]=[C:10]3[S:17][C:16]([CH3:18])=[C:15]([C:19]([O:21]C)=[O:20])[N:11]3[C:12](=[O:14])[CH:13]=2)=[CH:4][CH:3]=1.[OH-].[Li+]. The catalyst is O1CCCC1.O. (2) The reactants are CC1(C)C(C)(C)OB([C:9]2[C:17]3[C:12](=[CH:13][CH:14]=[C:15]([C:18]([O:20][CH3:21])=[O:19])[CH:16]=3)[N:11]([S:22]([C:25]3[CH:31]=[CH:30][C:28]([CH3:29])=[CH:27][CH:26]=3)(=[O:24])=[O:23])[CH:10]=2)O1.Br[C:34]1[CH:39]=[N:38][CH:37]=[C:36]([CH:40]2[CH2:42][CH2:41]2)[N:35]=1.P([O-])([O-])([O-])=O.[K+].[K+].[K+]. The catalyst is O1CCOCC1.O.C(Cl)Cl.C1C=CC(/C=C/C(/C=C/C2C=CC=CC=2)=O)=CC=1.C1C=CC(/C=C/C(/C=C/C2C=CC=CC=2)=O)=CC=1.C1C=CC(/C=C/C(/C=C/C2C=CC=CC=2)=O)=CC=1.[Pd].[Pd].C1(P(C2CCCCC2)C2C=CC=CC=2C2C(C(C)C)=CC(C(C)C)=CC=2C(C)C)CCCCC1. The product is [CH:40]1([C:36]2[N:35]=[C:34]([C:9]3[C:17]4[C:12](=[CH:13][CH:14]=[C:15]([C:18]([O:20][CH3:21])=[O:19])[CH:16]=4)[N:11]([S:22]([C:25]4[CH:26]=[CH:27][C:28]([CH3:29])=[CH:30][CH:31]=4)(=[O:24])=[O:23])[CH:10]=3)[CH:39]=[N:38][CH:37]=2)[CH2:42][CH2:41]1. The yield is 0.970. (3) The reactants are S(Cl)(Cl)=O.[CH2:5]([O:12][C:13]([NH:15][C@@H:16]([CH2:20][N:21]([C:28]1[CH:33]=[CH:32][CH:31]=[CH:30][CH:29]=1)[C:22]1[CH:27]=[CH:26][CH:25]=[CH:24][CH:23]=1)[C:17]([OH:19])=[O:18])=[O:14])[C:6]1[CH:11]=[CH:10][CH:9]=[CH:8][CH:7]=1.[CH3:34]O. No catalyst specified. The product is [CH2:5]([O:12][C:13]([NH:15][C@@H:16]([CH2:20][N:21]([C:28]1[CH:29]=[CH:30][CH:31]=[CH:32][CH:33]=1)[C:22]1[CH:23]=[CH:24][CH:25]=[CH:26][CH:27]=1)[C:17]([O:19][CH3:34])=[O:18])=[O:14])[C:6]1[CH:7]=[CH:8][CH:9]=[CH:10][CH:11]=1. The yield is 0.500.